This data is from Full USPTO retrosynthesis dataset with 1.9M reactions from patents (1976-2016). The task is: Predict the reactants needed to synthesize the given product. (1) Given the product [O:1]=[C:2]([NH:12][C:13](=[O:31])[CH2:14][C:15]1[CH:16]=[CH:17][C:18]([CH2:21][CH2:22][CH2:23][CH2:24][C:25]2[CH:26]=[CH:27][CH:28]=[CH:29][CH:30]=2)=[CH:19][CH:20]=1)[CH2:3][CH2:4][C:5]([OH:7])=[O:6], predict the reactants needed to synthesize it. The reactants are: [O:1]=[C:2]([NH:12][C:13](=[O:31])[CH2:14][C:15]1[CH:20]=[CH:19][C:18]([CH2:21][CH2:22][CH2:23][CH2:24][C:25]2[CH:30]=[CH:29][CH:28]=[CH:27][CH:26]=2)=[CH:17][CH:16]=1)[CH2:3][CH2:4][C:5]([O:7]C(C)(C)C)=[O:6].Cl. (2) Given the product [C:25]([N:2]1[CH2:3][CH2:4][C:5]2([C:11]3[NH:12][C:13]4[CH:14]=[CH:15][CH:16]=[CH:17][C:18]=4[C:10]=3[CH2:9][CH2:8]2)[CH2:6][CH2:7]1)(=[O:32])[C:26]1[CH:31]=[CH:30][CH:29]=[CH:28][CH:27]=1, predict the reactants needed to synthesize it. The reactants are: Cl.[NH:2]1[CH2:7][CH2:6][C:5]2([C:11]3[NH:12][C:13]4[CH:14]=[CH:15][CH:16]=[CH:17][C:18]=4[C:10]=3[CH2:9][CH2:8]2)[CH2:4][CH2:3]1.C(=O)([O-])[O-].[K+].[K+].[C:25](Cl)(=[O:32])[C:26]1[CH:31]=[CH:30][CH:29]=[CH:28][CH:27]=1.C(OCC)(=O)C. (3) Given the product [NH2:8][C:9]1([C:33]([N:50]([CH3:51])[CH3:47])=[O:35])[CH2:14][CH2:13][C:12]([C:15]2[NH:32][C:18]3=[N:19][CH:20]=[CH:21][C:22]([C:23]4[CH:28]=[C:27]([F:29])[CH:26]=[CH:25][C:24]=4[O:30][CH3:31])=[C:17]3[CH:16]=2)=[CH:11][CH2:10]1, predict the reactants needed to synthesize it. The reactants are: C(OC([NH:8][C:9]1([C:33]([OH:35])=O)[CH2:14][CH2:13][C:12]([C:15]2[NH:32][C:18]3=[N:19][CH:20]=[CH:21][C:22]([C:23]4[CH:28]=[C:27]([F:29])[CH:26]=[CH:25][C:24]=4[O:30][CH3:31])=[C:17]3[CH:16]=2)=[CH:11][CH2:10]1)=O)(C)(C)C.O.ON1C2C=CC=CC=2N=N1.[CH:47]([N:50](C(C)C)[CH2:51]C)(C)C.CNC.O1CCCC1.C(N=C=NCCCN(C)C)C. (4) The reactants are: Cl[C:2]1[CH:7]=[CH:6][N:5]=[C:4]([NH2:8])[CH:3]=1.[CH:9]1(B(O)O)[CH2:11][CH2:10]1.P(C1CCCCC1)(C1CCCCC1)C1CCCCC1.C([O-])([O-])=O.[K+].[K+]. Given the product [CH:9]1([C:2]2[CH:7]=[CH:6][N:5]=[C:4]([NH2:8])[CH:3]=2)[CH2:11][CH2:10]1, predict the reactants needed to synthesize it. (5) Given the product [CH:1]1[C:10]2[C:5](=[CH:6][CH:7]=[CH:8][CH:9]=2)[CH:4]=[CH:3][C:2]=1[CH2:11][CH:12]1[C:21]2[C:16](=[CH:17][C:18]([O:24][CH3:25])=[C:19]([O:22][CH3:23])[CH:20]=2)[CH2:15][CH2:14][N:13]1[CH2:27][C:28]([NH:31][C@@H:32]1[C:40]2[C:35](=[CH:36][CH:37]=[CH:38][CH:39]=2)[CH2:34][C@@H:33]1[OH:41])=[O:29], predict the reactants needed to synthesize it. The reactants are: [CH:1]1[C:10]2[C:5](=[CH:6][CH:7]=[CH:8][CH:9]=2)[CH:4]=[CH:3][C:2]=1[CH2:11][CH:12]1[C:21]2[C:16](=[CH:17][C:18]([O:24][CH3:25])=[C:19]([O:22][CH3:23])[CH:20]=2)[CH2:15][CH2:14][NH:13]1.Br[CH2:27][C:28](Br)=[O:29].[NH2:31][C@@H:32]1[C:40]2[C:35](=[CH:36][CH:37]=[CH:38][CH:39]=2)[CH2:34][C@@H:33]1[OH:41]. (6) Given the product [CH:32]([OH:27])=[O:34].[CH3:12][C:8]1[CH:7]=[C:6]([N:13]2[CH2:17][CH2:16][CH2:15][CH2:14]2)[C:5]2[C:10](=[CH:11][C:2]([C:18]3[CH:23]=[CH:22][CH:21]=[CH:20][CH:19]=3)=[CH:3][CH:4]=2)[N:9]=1, predict the reactants needed to synthesize it. The reactants are: I[C:2]1[CH:11]=[C:10]2[C:5]([C:6]([N:13]3[CH2:17][CH2:16][CH2:15][CH2:14]3)=[CH:7][C:8]([CH3:12])=[N:9]2)=[CH:4][CH:3]=1.[C:18]1(B(O)O)[CH:23]=[CH:22][CH:21]=[CH:20][CH:19]=1.[O:27]1[CH2:32]COCC1.C(COC)[O:34]C. (7) Given the product [F:20][C:5]1[C:6]([N:8]2[CH2:11][CH:10]([O:12][C:13]3[CH:18]=[CH:17][C:16]([F:19])=[CH:15][CH:14]=3)[CH2:9]2)=[N:7][C:2]([NH:21][C:22]2[CH:23]=[C:24]([CH:29]=[CH:30][CH:31]=2)[C:25]([NH:27][CH3:28])=[O:26])=[N:3][CH:4]=1, predict the reactants needed to synthesize it. The reactants are: Cl[C:2]1[N:7]=[C:6]([N:8]2[CH2:11][CH:10]([O:12][C:13]3[CH:18]=[CH:17][C:16]([F:19])=[CH:15][CH:14]=3)[CH2:9]2)[C:5]([F:20])=[CH:4][N:3]=1.[NH2:21][C:22]1[CH:23]=[C:24]([CH:29]=[CH:30][CH:31]=1)[C:25]([NH:27][CH3:28])=[O:26].FC(F)(F)C(O)=O.